Regression. Given a peptide amino acid sequence and an MHC pseudo amino acid sequence, predict their binding affinity value. This is MHC class II binding data. From a dataset of Peptide-MHC class II binding affinity with 134,281 pairs from IEDB. The peptide sequence is KRVVASLMRGLSSRK. The MHC is DRB1_1301 with pseudo-sequence DRB1_1301. The binding affinity (normalized) is 0.778.